This data is from NCI-60 drug combinations with 297,098 pairs across 59 cell lines. The task is: Regression. Given two drug SMILES strings and cell line genomic features, predict the synergy score measuring deviation from expected non-interaction effect. (1) Drug 1: CS(=O)(=O)C1=CC(=C(C=C1)C(=O)NC2=CC(=C(C=C2)Cl)C3=CC=CC=N3)Cl. Drug 2: C1CC(=O)NC(=O)C1N2C(=O)C3=CC=CC=C3C2=O. Cell line: SK-MEL-2. Synergy scores: CSS=5.08, Synergy_ZIP=3.54, Synergy_Bliss=9.76, Synergy_Loewe=6.89, Synergy_HSA=4.87. (2) Drug 1: C(=O)(N)NO. Drug 2: CCC1(CC2CC(C3=C(CCN(C2)C1)C4=CC=CC=C4N3)(C5=C(C=C6C(=C5)C78CCN9C7C(C=CC9)(C(C(C8N6C)(C(=O)OC)O)OC(=O)C)CC)OC)C(=O)OC)O.OS(=O)(=O)O. Cell line: SW-620. Synergy scores: CSS=-8.19, Synergy_ZIP=6.13, Synergy_Bliss=5.07, Synergy_Loewe=-7.47, Synergy_HSA=-3.49. (3) Synergy scores: CSS=-0.0540, Synergy_ZIP=3.54, Synergy_Bliss=4.56, Synergy_Loewe=0.756, Synergy_HSA=-0.794. Drug 1: COC1=C2C(=CC3=C1OC=C3)C=CC(=O)O2. Drug 2: CC12CCC3C(C1CCC2OP(=O)(O)O)CCC4=C3C=CC(=C4)OC(=O)N(CCCl)CCCl.[Na+]. Cell line: PC-3.